Dataset: Forward reaction prediction with 1.9M reactions from USPTO patents (1976-2016). Task: Predict the product of the given reaction. (1) Given the reactants [OH-].[Na+].[CH3:3][C:4]([N:7]1[C:11]2[NH:12][C:13](=[O:21])[CH:14]=[C:15]([C:16]([O:18]CC)=[O:17])[C:10]=2[C:9]([CH3:22])=[N:8]1)([CH3:6])[CH3:5], predict the reaction product. The product is: [CH3:6][C:4]([N:7]1[C:11]2[N:12]=[C:13]([OH:21])[CH:14]=[C:15]([C:16]([OH:18])=[O:17])[C:10]=2[C:9]([CH3:22])=[N:8]1)([CH3:3])[CH3:5]. (2) Given the reactants [C:1]([O:5][C:6](=[O:19])[NH:7][C:8]1[CH:9]=[C:10]2[C:14](=[CH:15][CH:16]=1)[CH2:13][C@H:12]([CH2:17][OH:18])[CH2:11]2)([CH3:4])([CH3:3])[CH3:2].[C:20]1([CH3:30])[CH:25]=[CH:24][C:23]([S:26](Cl)(=[O:28])=[O:27])=[CH:22][CH:21]=1, predict the reaction product. The product is: [C:1]([O:5][C:6]([NH:7][C:8]1[CH:9]=[C:10]2[C:14](=[CH:15][CH:16]=1)[CH2:13][C@H:12]([CH2:17][O:18][S:26]([C:23]1[CH:24]=[CH:25][C:20]([CH3:30])=[CH:21][CH:22]=1)(=[O:28])=[O:27])[CH2:11]2)=[O:19])([CH3:4])([CH3:2])[CH3:3]. (3) Given the reactants [C:1]1([C:7]2[N:8]=[C:9]([CH:12]=O)[S:10][CH:11]=2)[CH:6]=[CH:5][CH:4]=[CH:3][CH:2]=1.[NH2:14][C:15]1[CH:20]=[CH:19][C:18]([CH2:21][OH:22])=[CH:17][CH:16]=1.C(O)(=O)C.ClCCCl, predict the reaction product. The product is: [C:1]1([C:7]2[N:8]=[C:9](/[CH:12]=[N:14]/[C:15]3[CH:20]=[CH:19][C:18]([CH2:21][OH:22])=[CH:17][CH:16]=3)[S:10][CH:11]=2)[CH:2]=[CH:3][CH:4]=[CH:5][CH:6]=1.